Dataset: Full USPTO retrosynthesis dataset with 1.9M reactions from patents (1976-2016). Task: Predict the reactants needed to synthesize the given product. (1) Given the product [O:14]=[C:12]1[NH:18][C:17]([C:19]([O:21][CH2:22][CH3:23])=[O:20])=[N:1][C:2]2[S:6][CH:5]=[C:4]([C:7]3[S:8][CH:9]=[CH:10][CH:11]=3)[C:3]1=2, predict the reactants needed to synthesize it. The reactants are: [NH2:1][C:2]1[S:6][CH:5]=[C:4]([C:7]2[S:8][CH:9]=[CH:10][CH:11]=2)[C:3]=1[C:12]([O:14]CC)=O.[C:17]([C:19]([O:21][CH2:22][CH3:23])=[O:20])#[N:18]. (2) Given the product [O:1]1[C:8]2[CH:7]=[C:6]([C:9]([O:11][CH2:14][N:15]3[CH:19]=[CH:18][N:17]=[CH:16]3)=[O:10])[NH:5][C:4]=2[CH:3]=[CH:2]1, predict the reactants needed to synthesize it. The reactants are: [O:1]1[C:8]2[CH:7]=[C:6]([C:9]([O-:11])=[O:10])[NH:5][C:4]=2[CH:3]=[CH:2]1.[Na+].Cl[CH2:14][N:15]1[CH:19]=[CH:18][N:17]=[CH:16]1. (3) Given the product [O:23]1[CH2:24][CH2:25][CH2:26][CH2:27][CH:22]1[O:21][NH:20][C:18](=[O:19])/[CH:17]=[CH:16]/[C:13]1[CH:14]=[CH:15][N:11]([S:8]([C:5]2[CH:6]=[CH:7][C:2]([C:33]#[C:32][Si:29]([CH3:31])([CH3:30])[CH3:28])=[CH:3][CH:4]=2)(=[O:10])=[O:9])[CH:12]=1, predict the reactants needed to synthesize it. The reactants are: I[C:2]1[CH:7]=[CH:6][C:5]([S:8]([N:11]2[CH:15]=[CH:14][C:13](/[CH:16]=[CH:17]/[C:18]([NH:20][O:21][CH:22]3[CH2:27][CH2:26][CH2:25][CH2:24][O:23]3)=[O:19])=[CH:12]2)(=[O:10])=[O:9])=[CH:4][CH:3]=1.[CH3:28][Si:29]([C:32]#[CH:33])([CH3:31])[CH3:30].C(N(CC)CC)C.C1COCC1. (4) Given the product [CH2:9]([O:8][C:5]1[CH:6]=[CH:7][C:2]([C:20]#[N:21])=[C:3]([O:11][CH:12]([CH3:14])[CH3:13])[CH:4]=1)[CH3:10], predict the reactants needed to synthesize it. The reactants are: Br[C:2]1[CH:7]=[CH:6][C:5]([O:8][CH2:9][CH3:10])=[CH:4][C:3]=1[O:11][CH:12]([CH3:14])[CH3:13].C(=O)(O)[O-].[Na+].[CH3:20][N:21](C=O)C. (5) The reactants are: [BH4-].[Na+].[F:3][CH:4]([F:18])[O:5][C:6]1[CH:15]=[CH:14][C:13]2[C:8](=[CH:9][CH:10]=[CH:11][CH:12]=2)[C:7]=1[CH:16]=[O:17]. Given the product [F:3][CH:4]([F:18])[O:5][C:6]1[CH:15]=[CH:14][C:13]2[C:8](=[CH:9][CH:10]=[CH:11][CH:12]=2)[C:7]=1[CH2:16][OH:17], predict the reactants needed to synthesize it. (6) Given the product [CH2:1]([O:8][C:9]([N:11]1[CH:15]([C:16](=[O:18])[NH:57][C:58]2[S:59][CH:60]=[C:61]([C:63]3[CH:64]=[CH:65][C:66]([C:67](=[O:68])[NH:69][CH:70]4[CH2:72][CH2:71]4)=[CH:73][CH:74]=3)[N:62]=2)[CH2:14][S:13][C@@H:12]1[C:19]1[O:23][CH:22]=[N:21][CH:20]=1)=[O:10])[C:2]1[CH:3]=[CH:4][CH:5]=[CH:6][CH:7]=1, predict the reactants needed to synthesize it. The reactants are: [CH2:1]([O:8][C:9]([N:11]1[CH:15]([C:16]([OH:18])=O)[CH2:14][S:13][C@@H:12]1[C:19]1[O:23][CH:22]=[N:21][CH:20]=1)=[O:10])[C:2]1[CH:7]=[CH:6][CH:5]=[CH:4][CH:3]=1.CCN(C(C)C)C(C)C.CN(C(ON1N=NC2C=CC=NC1=2)=[N+](C)C)C.F[P-](F)(F)(F)(F)F.[NH2:57][C:58]1[S:59][CH:60]=[C:61]([C:63]2[CH:74]=[CH:73][C:66]([C:67]([NH:69][CH:70]3[CH2:72][CH2:71]3)=[O:68])=[CH:65][CH:64]=2)[N:62]=1.